This data is from Reaction yield outcomes from USPTO patents with 853,638 reactions. The task is: Predict the reaction yield, written as a fraction of the theoretical maximum amount of product (1.0 means a 100% yield; for example, 0.34 means a 34% yield). (1) The reactants are [CH2:1]([N:3]([CH2:11][CH2:12][N:13]1[CH2:18][CH2:17][S:16][C:15]2[CH:19]=[C:20]([NH:23][C:24]([C:26]3[S:27][CH:28]=[CH:29][CH:30]=3)=[NH:25])[CH:21]=[CH:22][C:14]1=2)C(=O)OC(C)(C)C)[CH3:2].Cl.[OH-].[Na+]. The catalyst is CO.O. The product is [CH2:1]([NH:3][CH2:11][CH2:12][N:13]1[CH2:18][CH2:17][S:16][C:15]2[CH:19]=[C:20]([NH:23][C:24]([C:26]3[S:27][CH:28]=[CH:29][CH:30]=3)=[NH:25])[CH:21]=[CH:22][C:14]1=2)[CH3:2]. The yield is 0.458. (2) The reactants are [CH:1]([C:3]1[N:8]=[C:7]([NH:9][C:10](=[O:16])[O:11][C:12]([CH3:15])([CH3:14])[CH3:13])[CH:6]=[CH:5][CH:4]=1)=[O:2].[BH4-].[Na+]. The catalyst is C1COCC1. The product is [OH:2][CH2:1][C:3]1[N:8]=[C:7]([NH:9][C:10](=[O:16])[O:11][C:12]([CH3:14])([CH3:13])[CH3:15])[CH:6]=[CH:5][CH:4]=1. The yield is 0.700.